Predict the reaction yield, written as a fraction of the theoretical maximum amount of product (1.0 means a 100% yield; for example, 0.34 means a 34% yield). From a dataset of Reaction yield outcomes from USPTO patents with 853,638 reactions. (1) The product is [F:35][C:29]1[CH:30]=[CH:31][CH:32]=[C:33]([F:34])[C:28]=1[S:25]([NH:24][C:20]1[CH:21]=[CH:22][CH:23]=[C:18]([C:7]2[CH:8]=[C:9]3[C:4](=[C:5]([O:37][CH3:38])[CH:6]=2)[N:3]=[C:2]([C:52]2[CH:51]=[CH:50][C:49]([NH:48][C:46]([NH:45][CH3:44])=[O:47])=[CH:54][CH:53]=2)[N:11]=[C:10]3[N:12]2[CH2:17][CH2:16][O:15][CH2:14][CH2:13]2)[C:19]=1[F:36])(=[O:26])=[O:27]. The catalyst is Cl[Pd](Cl)([P](C1C=CC=CC=1)(C1C=CC=CC=1)C1C=CC=CC=1)[P](C1C=CC=CC=1)(C1C=CC=CC=1)C1C=CC=CC=1.O. The yield is 0.380. The reactants are Cl[C:2]1[N:11]=[C:10]([N:12]2[CH2:17][CH2:16][O:15][CH2:14][CH2:13]2)[C:9]2[C:4](=[C:5]([O:37][CH3:38])[CH:6]=[C:7]([C:18]3[C:19]([F:36])=[C:20]([NH:24][S:25]([C:28]4[C:33]([F:34])=[CH:32][CH:31]=[CH:30][C:29]=4[F:35])(=[O:27])=[O:26])[CH:21]=[CH:22][CH:23]=3)[CH:8]=2)[N:3]=1.CN(C)C=O.[CH3:44][NH:45][C:46]([NH:48][C:49]1[CH:54]=[CH:53][C:52](B2OC(C)(C)C(C)(C)O2)=[CH:51][CH:50]=1)=[O:47].C(=O)([O-])[O-].[Na+].[Na+]. (2) The reactants are N(C(OCC)=O)=NC(OCC)=O.[OH:13][CH2:14][CH2:15][CH2:16][N:17]1[CH2:21][CH2:20][CH2:19][C@H:18]1[C:22]([NH2:24])=[O:23].[Br:25][C:26]1[CH:45]=[CH:44][C:29]([NH:30][C:31]2[C:40]3[C:35](=[CH:36][C:37](O)=[C:38]([O:41][CH3:42])[CH:39]=3)[N:34]=[CH:33][N:32]=2)=[C:28]([F:46])[CH:27]=1.C1(P(C2C=CC=CC=2)C2C=CC=CC=2)C=CC=CC=1.C(Cl)[Cl:67]. No catalyst specified. The product is [ClH:67].[Br:25][C:26]1[CH:45]=[CH:44][C:29]([NH:30][C:31]2[C:40]3[C:35](=[CH:36][C:37]([O:13][CH2:14][CH2:15][CH2:16][N:17]4[CH2:21][CH2:20][CH2:19][C@H:18]4[C:22](=[O:23])[NH2:24])=[C:38]([O:41][CH3:42])[CH:39]=3)[N:34]=[CH:33][N:32]=2)=[C:28]([F:46])[CH:27]=1. The yield is 0.470. (3) The reactants are [CH2:1]([O:3][C:4](=[O:21])[CH2:5][N:6]([C:11]([O:13][CH2:14][C:15]1[CH:20]=[CH:19][CH:18]=[CH:17][CH:16]=1)=[O:12])[CH2:7][CH2:8][CH:9]=O)[CH3:2].[C:22]1([C@H:28]([NH2:30])[CH3:29])[CH:27]=[CH:26][CH:25]=[CH:24][CH:23]=1. The catalyst is ClCCl. The product is [CH2:1]([O:3][C:4](=[O:21])[CH2:5][N:6]([C:11]([O:13][CH2:14][C:15]1[CH:20]=[CH:19][CH:18]=[CH:17][CH:16]=1)=[O:12])[CH2:7][CH2:8][CH:9]=[N:30][C@@H:28]([C:22]1[CH:27]=[CH:26][CH:25]=[CH:24][CH:23]=1)[CH3:29])[CH3:2]. The yield is 0.930. (4) The reactants are F[C:2]1[CH:3]=[CH:4][C:5](OC)=[C:6]([CH:8](O)[C:9]#CC2C=CC=CC=2)[CH:7]=1.[CH3:20][O:21][C:22]1[C:29]([O:30][CH3:31])=[C:28]([O:32][CH3:33])[CH:27]=[CH:26][C:23]=1[CH:24]=[O:25]. The product is [C:6]1([C:8]#[C:9][CH:24]([C:23]2[CH:26]=[CH:27][C:28]([O:32][CH3:33])=[C:29]([O:30][CH3:31])[C:22]=2[O:21][CH3:20])[OH:25])[CH:7]=[CH:2][CH:3]=[CH:4][CH:5]=1. No catalyst specified. The yield is 0.990. (5) The reactants are [O:1]1[CH2:3][C@@H:2]1[CH2:4][N:5]1[CH2:14][CH2:13][C:12]2[C:7](=[CH:8][CH:9]=[CH:10][CH:11]=2)[CH2:6]1.[NH3:15]. The catalyst is CCO. The product is [NH2:15][CH2:3][C@@H:2]([OH:1])[CH2:4][N:5]1[CH2:14][CH2:13][C:12]2[C:7](=[CH:8][CH:9]=[CH:10][CH:11]=2)[CH2:6]1. The yield is 0.900. (6) The reactants are [CH3:1][CH:2]([CH3:34])[CH2:3][CH2:4][N:5]([CH2:29][CH2:30][CH:31]([CH3:33])[CH3:32])[C:6]([C:8]1[CH:9]=[CH:10][C:11]([N+:26]([O-])=O)=[C:12]([NH:14][CH2:15][CH2:16][CH2:17][NH:18][C:19](=[O:25])[O:20][C:21]([CH3:24])([CH3:23])[CH3:22])[CH:13]=1)=[O:7]. The catalyst is C(OCC)(=O)C.C(O)C.[Pd]. The product is [NH2:26][C:11]1[CH:10]=[CH:9][C:8]([C:6]([N:5]([CH2:29][CH2:30][CH:31]([CH3:33])[CH3:32])[CH2:4][CH2:3][CH:2]([CH3:34])[CH3:1])=[O:7])=[CH:13][C:12]=1[NH:14][CH2:15][CH2:16][CH2:17][NH:18][C:19](=[O:25])[O:20][C:21]([CH3:24])([CH3:23])[CH3:22]. The yield is 0.890. (7) The reactants are Br[C:2]1[CH:3]=[C:4]([NH:11][C:12](=[O:14])[CH3:13])[CH:5]=[C:6]([N+:8]([O-:10])=[O:9])[CH:7]=1.N#N.[B:17]1([B:17]2[O:21][C:20]([CH3:23])([CH3:22])[C:19]([CH3:25])([CH3:24])[O:18]2)[O:21][C:20]([CH3:23])([CH3:22])[C:19]([CH3:25])([CH3:24])[O:18]1.C([O-])(=O)C.[K+]. The catalyst is COCCOC.C1C=CC(P(C2C=CC=CC=2)[C-]2C=CC=C2)=CC=1.C1C=CC(P(C2C=CC=CC=2)[C-]2C=CC=C2)=CC=1.Cl[Pd]Cl.[Fe+2]. The product is [N+:8]([C:6]1[CH:5]=[C:4]([NH:11][C:12](=[O:14])[CH3:13])[CH:3]=[C:2]([B:17]2[O:21][C:20]([CH3:23])([CH3:22])[C:19]([CH3:25])([CH3:24])[O:18]2)[CH:7]=1)([O-:10])=[O:9]. The yield is 0.600. (8) The reactants are [Cl:1][C:2]1[CH:9]=[CH:8][CH:7]=[CH:6][C:3]=1[CH:4]=O.[CH:10]([O:13][C:14]1[CH:15]=[C:16]([CH:28]=[C:29]([NH2:31])[CH:30]=1)[C:17]([NH:19][C:20]1[S:21][C:22]([C:25]([OH:27])=[O:26])=[CH:23][N:24]=1)=[O:18])([CH3:12])[CH3:11].C([BH3-])#N.[Na+]. The catalyst is CO. The product is [CH:10]([O:13][C:14]1[CH:15]=[C:16]([CH:28]=[C:29]([NH:31][CH2:4][C:3]2[CH:6]=[CH:7][CH:8]=[CH:9][C:2]=2[Cl:1])[CH:30]=1)[C:17]([NH:19][C:20]1[S:21][C:22]([C:25]([OH:27])=[O:26])=[CH:23][N:24]=1)=[O:18])([CH3:12])[CH3:11]. The yield is 0.550. (9) The reactants are CC(C)([O-])C.[K+].[C:7]([CH2:9]P(=O)(OCC)OCC)#[N:8].O=[C:19]1[CH2:22][CH:21]([C:23]#[N:24])[CH2:20]1. The catalyst is C1COCC1. The product is [C:7]([CH:9]=[C:19]1[CH2:22][CH:21]([C:23]#[N:24])[CH2:20]1)#[N:8]. The yield is 0.713.